This data is from Catalyst prediction with 721,799 reactions and 888 catalyst types from USPTO. The task is: Predict which catalyst facilitates the given reaction. (1) Reactant: [CH3:1][N:2]1[C:11]2[C:6](=[CH:7][CH:8]=[C:9]([NH:12][C:13](=[O:31])[C:14]3[CH:19]=[CH:18][C:17]([C:20]([F:23])([F:22])[F:21])=[CH:16][C:15]=3[NH:24][CH:25]3[CH2:30][CH2:29][NH:28][CH2:27][CH2:26]3)[CH:10]=2)[CH2:5][CH2:4][C:3]1=[O:32].[CH:33]1([CH:36]=O)[CH2:35][CH2:34]1.C(O[BH-](OC(=O)C)OC(=O)C)(=O)C.[Na+].[OH-].[Na+].[Cl:54]CCCl. Product: [ClH:54].[CH:33]1([CH2:36][N:28]2[CH2:29][CH2:30][CH:25]([NH:24][C:15]3[CH:16]=[C:17]([C:20]([F:22])([F:23])[F:21])[CH:18]=[CH:19][C:14]=3[C:13]([NH:12][C:9]3[CH:10]=[C:11]4[C:6]([CH2:5][CH2:4][C:3](=[O:32])[N:2]4[CH3:1])=[CH:7][CH:8]=3)=[O:31])[CH2:26][CH2:27]2)[CH2:35][CH2:34]1. The catalyst class is: 15. (2) Product: [CH2:1]([O:4][C:5](=[O:17])[C@H:6]([CH2:15][OH:16])[NH:7][C:8](=[O:10])[CH2:28][CH2:29][CH2:30][CH2:31][CH2:32][NH:33][C:34]1[CH:39]=[CH:38][C:37]([N+:40]([O-:42])=[O:41])=[CH:36][C:35]=1[N+:43]([O-:45])=[O:44])[CH:2]=[CH2:3]. Reactant: [CH2:1]([O:4][C:5](=[O:17])[C@H:6]([CH2:15][OH:16])[NH:7][C:8]([O:10]C(C)(C)C)=O)[CH:2]=[CH2:3].C1C(=O)N(OC([CH2:28][CH2:29][CH2:30][CH2:31][CH2:32][NH:33][C:34]2[CH:39]=[CH:38][C:37]([N+:40]([O-:42])=[O:41])=[CH:36][C:35]=2[N+:43]([O-:45])=[O:44])=O)C(=O)C1.C(N(CC)CC)C. The catalyst class is: 89. (3) Reactant: [NH:1]([C:3]1[CH:4]=[C:5]([CH:8]=[CH:9][N:10]=1)[C:6]#[N:7])[NH2:2].CN(C)/[CH:13]=[CH:14]/[C:15]([O:17][CH2:18][CH3:19])=[O:16].CC(O)=O. Product: [C:6]([C:5]1[CH:8]=[CH:9][N:10]=[C:3]([NH:1][NH:2]/[CH:13]=[CH:14]/[C:15]([O:17][CH2:18][CH3:19])=[O:16])[CH:4]=1)#[N:7]. The catalyst class is: 14. (4) Reactant: [F:1][C:2]([F:17])([F:16])[C:3]1[CH:4]=[CH:5][C:6]([NH:9][C:10](=[O:15])[C:11]([CH3:14])([CH3:13])[CH3:12])=[N:7][CH:8]=1.CN(CCN(C)C)C.[Li]CCCC.[I:31]I. Product: [I:31][C:5]1[C:6]([NH:9][C:10](=[O:15])[C:11]([CH3:12])([CH3:13])[CH3:14])=[N:7][CH:8]=[C:3]([C:2]([F:16])([F:1])[F:17])[CH:4]=1. The catalyst class is: 1. (5) Reactant: [CH3:1][C:2]1[CH:3]=[C:4]([C:20]2[CH:21]=[C:22]([CH:26]=[CH:27][CH:28]=2)[C:23](O)=[O:24])[CH:5]=[CH:6][C:7]=1[O:8][C@@H:9]1[C@H:14]([OH:15])[C@@H:13]([OH:16])[C@H:12]([OH:17])[C@H:11]([CH2:18][OH:19])[O:10]1.CN(C(ON1N=NC2C=CC=NC1=2)=[N+](C)C)C.F[P-](F)(F)(F)(F)F.[NH2:53][C:54]1[CH:59]=[CH:58][N:57]=[CH:56][CH:55]=1.CCN(C(C)C)C(C)C. Product: [CH3:1][C:2]1[CH:3]=[C:4]([C:20]2[CH:21]=[C:22]([CH:26]=[CH:27][CH:28]=2)[C:23]([NH:53][C:54]2[CH:59]=[CH:58][N:57]=[CH:56][CH:55]=2)=[O:24])[CH:5]=[CH:6][C:7]=1[O:8][C@@H:9]1[C@H:14]([OH:15])[C@@H:13]([OH:16])[C@H:12]([OH:17])[C@H:11]([CH2:18][OH:19])[O:10]1. The catalyst class is: 3. (6) Reactant: [CH2:1]([O:8][C:9]1[CH:10]=[CH:11][C:12]2[O:16][C:15]([C:17](O)([CH2:20][CH3:21])[CH2:18][CH3:19])=[CH:14][C:13]=2[CH:23]=1)[C:2]1[CH:7]=[CH:6][CH:5]=[CH:4][CH:3]=1.[C:24]1([CH3:31])[C:29]([OH:30])=[CH:28][CH:27]=[CH:26][CH:25]=1.B(F)(F)F.O(CC)CC. Product: [CH2:1]([O:8][C:9]1[CH:10]=[CH:11][C:12]2[O:16][C:15]([C:17]([C:26]3[CH:27]=[CH:28][C:29]([OH:30])=[C:24]([CH3:31])[CH:25]=3)([CH2:20][CH3:21])[CH2:18][CH3:19])=[CH:14][C:13]=2[CH:23]=1)[C:2]1[CH:7]=[CH:6][CH:5]=[CH:4][CH:3]=1. The catalyst class is: 2. (7) Reactant: [CH3:1][C:2]1([CH3:24])[CH2:7][CH2:6][CH:5]([CH:8](O)[CH2:9][CH:10]2[C:18]3[C:13](=[CH:14][CH:15]=[CH:16][C:17]=3[F:19])[C:12]3=[CH:20][N:21]=[CH:22][N:11]23)[CH2:4][CH2:3]1.CCN(S(F)(F)[F:31])CC. Product: [F:19][C:17]1[CH:16]=[CH:15][CH:14]=[C:13]2[C:18]=1[CH:10]([CH2:9][CH2:8][C:5]1([F:31])[CH2:4][CH2:3][C:2]([CH3:1])([CH3:24])[CH2:7][CH2:6]1)[N:11]1[CH:22]=[N:21][CH:20]=[C:12]12. The catalyst class is: 4.